This data is from Aqueous solubility values for 9,982 compounds from the AqSolDB database. The task is: Regression/Classification. Given a drug SMILES string, predict its absorption, distribution, metabolism, or excretion properties. Task type varies by dataset: regression for continuous measurements (e.g., permeability, clearance, half-life) or binary classification for categorical outcomes (e.g., BBB penetration, CYP inhibition). For this dataset (solubility_aqsoldb), we predict Y. (1) The drug is [F-].[F-].[H+].[NH4+]. The Y is 1.02 log mol/L. (2) The molecule is CC(C)C(C(=O)OC(C#N)c1cccc(Oc2ccccc2)c1)c1ccc(Cl)cc1. The Y is -7.24 log mol/L. (3) The compound is Clc1cc(Cl)c(Oc2cc(Cl)c(Cl)cc2Cl)cc1Cl. The Y is -8.36 log mol/L.